Dataset: Catalyst prediction with 721,799 reactions and 888 catalyst types from USPTO. Task: Predict which catalyst facilitates the given reaction. The catalyst class is: 1. Reactant: [N:1]1([C:12]([O:14][C:15]([CH3:18])([CH3:17])[CH3:16])=[O:13])[CH2:6][CH2:5][CH:4]([C:7]([O:9][CH2:10][CH3:11])=[O:8])[CH2:3][CH2:2]1.[Li+].CC([N-]C(C)C)C.[CH3:27][S:28](Cl)(=[O:30])=[O:29].CCCCCC. Product: [CH3:27][S:28]([C:4]1([C:7]([O:9][CH2:10][CH3:11])=[O:8])[CH2:3][CH2:2][N:1]([C:12]([O:14][C:15]([CH3:17])([CH3:16])[CH3:18])=[O:13])[CH2:6][CH2:5]1)(=[O:30])=[O:29].